Dataset: NCI-60 drug combinations with 297,098 pairs across 59 cell lines. Task: Regression. Given two drug SMILES strings and cell line genomic features, predict the synergy score measuring deviation from expected non-interaction effect. (1) Drug 1: C1=C(C(=O)NC(=O)N1)N(CCCl)CCCl. Drug 2: C1=NC(=NC(=O)N1C2C(C(C(O2)CO)O)O)N. Cell line: A498. Synergy scores: CSS=11.6, Synergy_ZIP=-7.28, Synergy_Bliss=-4.46, Synergy_Loewe=-5.39, Synergy_HSA=-3.85. (2) Drug 1: C1=CC=C(C=C1)NC(=O)CCCCCCC(=O)NO. Drug 2: C1CN(P(=O)(OC1)NCCCl)CCCl. Cell line: HL-60(TB). Synergy scores: CSS=58.8, Synergy_ZIP=0.436, Synergy_Bliss=0.546, Synergy_Loewe=-42.1, Synergy_HSA=-0.394. (3) Drug 1: CC1=C(C=C(C=C1)C(=O)NC2=CC(=CC(=C2)C(F)(F)F)N3C=C(N=C3)C)NC4=NC=CC(=N4)C5=CN=CC=C5. Drug 2: C1=NNC2=C1C(=O)NC=N2. Cell line: OVCAR-4. Synergy scores: CSS=-2.28, Synergy_ZIP=-0.498, Synergy_Bliss=-3.52, Synergy_Loewe=-3.84, Synergy_HSA=-4.22. (4) Drug 1: C1=C(C(=O)NC(=O)N1)F. Drug 2: C(CC(=O)O)C(=O)CN.Cl. Cell line: SK-MEL-28. Synergy scores: CSS=35.8, Synergy_ZIP=2.35, Synergy_Bliss=1.53, Synergy_Loewe=3.97, Synergy_HSA=6.74. (5) Drug 1: CCCS(=O)(=O)NC1=C(C(=C(C=C1)F)C(=O)C2=CNC3=C2C=C(C=N3)C4=CC=C(C=C4)Cl)F. Drug 2: C1=NC2=C(N=C(N=C2N1C3C(C(C(O3)CO)O)O)F)N. Cell line: SF-539. Synergy scores: CSS=-2.15, Synergy_ZIP=-0.674, Synergy_Bliss=-4.02, Synergy_Loewe=-4.65, Synergy_HSA=-4.34. (6) Drug 1: COC1=C(C=C2C(=C1)N=CN=C2NC3=CC(=C(C=C3)F)Cl)OCCCN4CCOCC4. Drug 2: CC12CCC3C(C1CCC2OP(=O)(O)O)CCC4=C3C=CC(=C4)OC(=O)N(CCCl)CCCl.[Na+]. Cell line: OVCAR-5. Synergy scores: CSS=14.2, Synergy_ZIP=-16.6, Synergy_Bliss=-25.8, Synergy_Loewe=-24.1, Synergy_HSA=-22.2.